This data is from Retrosynthesis with 50K atom-mapped reactions and 10 reaction types from USPTO. The task is: Predict the reactants needed to synthesize the given product. (1) Given the product COCCOCCOCCOCCOCCOCCOCCOc1cc(Nc2nccc(Oc3ccc(N)c4ccccc34)n2)cc(OC)c1, predict the reactants needed to synthesize it. The reactants are: COCCOCCOCCOCCOCCOCCOCCOc1cc(Nc2nccc(Oc3ccc(NC(=O)OC(C)(C)C)c4ccccc34)n2)cc(OC)c1. (2) Given the product COc1c(C)c(C)c2c(c1C)CC1(CCC1)CN2c1ccc(Cl)cc1, predict the reactants needed to synthesize it. The reactants are: COc1c(C)c(C)c2c(c1C)C(O)C1(CCC1)CN2c1ccc(Cl)cc1. (3) Given the product CCOC(=O)c1cc(F)c(SC)nc1NC1CC1, predict the reactants needed to synthesize it. The reactants are: CCOC(=O)c1cc(F)c(SC)nc1Cl.NC1CC1. (4) Given the product COc1c(C(C)Nc2ncnc3[nH]cnc23)cc(Cl)c(C)c1-c1ccc(C(=O)N2CC(C#N)C2)c(F)c1, predict the reactants needed to synthesize it. The reactants are: Brc1ncnc2[nH]cnc12.COc1c(C(C)N)cc(Cl)c(C)c1-c1ccc(C(=O)N2CC(C#N)C2)c(F)c1. (5) The reactants are: COC(=O)[C@@H]1C[C@H](O)CN1.N#Cc1cccc(S(=O)(=O)Cl)c1. Given the product COC(=O)[C@@H]1C[C@H](O)CN1S(=O)(=O)c1cccc(C#N)c1, predict the reactants needed to synthesize it. (6) Given the product CN(C)[C@@H]1CCN(S(=O)(=O)c2ccc3c(c2)CCN3)C1, predict the reactants needed to synthesize it. The reactants are: CC(=O)N1CCc2cc(S(=O)(=O)N3CC[C@@H](N(C)C)C3)ccc21. (7) The reactants are: Cc1c(C=CCCCC(=O)O)cccc1C(=O)c1ccc(Cl)cc1. Given the product Cc1c(CCCCCC(=O)O)cccc1C(=O)c1ccc(Cl)cc1, predict the reactants needed to synthesize it. (8) Given the product O=C(/C=C/c1ccc(O)c(O)c1)OCCc1ccccc1, predict the reactants needed to synthesize it. The reactants are: BrCCc1ccccc1.O=C(O)/C=C/c1ccc(O)c(O)c1. (9) Given the product Nc1cccc2ccccc12, predict the reactants needed to synthesize it. The reactants are: O=[N+]([O-])c1cccc2ccccc12. (10) Given the product COc1ccc(CN2C(=O)CNS2(=O)=O)cc1, predict the reactants needed to synthesize it. The reactants are: CCOC(=O)CNS(=O)(=O)NCc1ccc(OC)cc1.